The task is: Predict the product of the given reaction.. This data is from Forward reaction prediction with 1.9M reactions from USPTO patents (1976-2016). (1) Given the reactants [N+:1]([C:4]1[CH:26]=[CH:25][CH:24]=[CH:23][C:5]=1[NH:6][C:7]([O:9][CH2:10][CH:11]1[CH2:16][CH2:15][N:14]([C:17]2[CH:22]=[CH:21][N:20]=[CH:19][CH:18]=2)[CH2:13][CH2:12]1)=[O:8])([O-])=O, predict the reaction product. The product is: [N:20]1[CH:21]=[CH:22][C:17]([N:14]2[CH2:13][CH2:12][CH:11]([CH2:10][O:9][C:7]([NH:6][C:5]3[C:4]([NH2:1])=[CH:26][CH:25]=[CH:24][CH:23]=3)=[O:8])[CH2:16][CH2:15]2)=[CH:18][CH:19]=1. (2) The product is: [CH2:29]([O:31][C:25](=[O:26])[C:21]1[C:10]([OH:18])=[CH:11][C:12]([C:13]([F:14])([F:15])[F:16])=[N:17][C:22]=1[OH:23])[CH3:28]. Given the reactants N1C=CC=CC=1.C(O[C:10](=[O:18])/[CH:11]=[C:12](\[NH2:17])/[C:13]([F:16])([F:15])[F:14])C.C([CH:21]([C:25](Cl)=[O:26])[C:22](Cl)=[O:23])C.[CH3:28][C:29](C)([O-:31])C.[K+], predict the reaction product. (3) Given the reactants [C:1]([O:5][C:6](=[O:28])[N:7]([C:19]1[CH:24]=[CH:23][C:22]([NH2:25])=[C:21]([CH2:26][NH2:27])[N:20]=1)[CH2:8][C:9]1[CH:14]=[CH:13][C:12]([O:15][CH3:16])=[CH:11][C:10]=1[O:17][CH3:18])([CH3:4])([CH3:3])[CH3:2].[S:29]1[CH:33]=[C:32]([CH:34]=O)[N:31]=[CH:30]1.C(O)(=O)C.C(O[BH-](OC(=O)C)OC(=O)C)(=O)C.[Na+].C([O-])(O)=O.[Na+], predict the reaction product. The product is: [C:1]([O:5][C:6](=[O:28])[N:7]([C:19]1[CH:24]=[CH:23][C:22]([NH2:25])=[C:21]([CH2:26][NH:27][CH2:34][C:32]2[N:31]=[CH:30][S:29][CH:33]=2)[N:20]=1)[CH2:8][C:9]1[CH:14]=[CH:13][C:12]([O:15][CH3:16])=[CH:11][C:10]=1[O:17][CH3:18])([CH3:4])([CH3:2])[CH3:3]. (4) Given the reactants [Cl:1][C:2]1[CH:3]=[CH:4][CH:5]=[C:6]2[C:11]=1[N:10]=[N:9][C:8]([C:12]1[CH:17]=[CH:16][CH:15]=[CH:14][CH:13]=1)=[C:7]2[C:18]1[CH:19]=[C:20](N)[CH:21]=[CH:22][CH:23]=1.[Cl:25][C:26]1[CH:27]=[CH:28][C:29]([C:34]([F:37])([F:36])[F:35])=[C:30]([CH:33]=1)[CH:31]=[O:32], predict the reaction product. The product is: [Cl:1][C:2]1[CH:3]=[CH:4][CH:5]=[C:6]2[C:11]=1[N:10]=[N:9][C:8]([C:12]1[CH:17]=[CH:16][CH:15]=[CH:14][CH:13]=1)=[C:7]2[C:18]1[CH:23]=[CH:22][CH:21]=[C:20]([O:32][CH2:31][C:30]2[CH:33]=[C:26]([Cl:25])[CH:27]=[CH:28][C:29]=2[C:34]([F:37])([F:35])[F:36])[CH:19]=1. (5) Given the reactants C(OC([NH:8][CH2:9][CH2:10][CH2:11][N:12]1[C:16]2[CH:17]=[CH:18][C:19]([C:21]([OH:23])=O)=[CH:20][C:15]=2[N:14]=[CH:13]1)=O)(C)(C)C.[NH2:24][C:25]1[S:26][C:27]([C:30]2[CH:35]=[CH:34][CH:33]=[CH:32][CH:31]=2)=[N:28][N:29]=1, predict the reaction product. The product is: [C:30]1([C:27]2[S:26][C:25]([NH:24][C:21]([C:19]3[CH:18]=[CH:17][C:16]4[N:12]([CH2:11][CH2:10][CH2:9][NH2:8])[CH:13]=[N:14][C:15]=4[CH:20]=3)=[O:23])=[N:29][N:28]=2)[CH:31]=[CH:32][CH:33]=[CH:34][CH:35]=1. (6) The product is: [CH2:18]([O:17][C:15](=[O:16])[NH:1][CH:2]1[CH2:10][C:9]2[C:4](=[CH:5][C:6]([F:12])=[C:7]([F:11])[CH:8]=2)[C:3]1=[O:13])[C:19]1[CH:24]=[CH:23][CH:22]=[CH:21][CH:20]=1. Given the reactants [NH2:1][CH:2]1[CH2:10][C:9]2[C:4](=[CH:5][C:6]([F:12])=[C:7]([F:11])[CH:8]=2)[C:3]1=[O:13].Cl[C:15]([O:17][CH2:18][C:19]1[CH:24]=[CH:23][CH:22]=[CH:21][CH:20]=1)=[O:16], predict the reaction product. (7) Given the reactants [SH2:1].[Na].CS(O[CH:8]([CH2:10][CH:11]([S:14][C:15]1[CH:20]=[CH:19][CH:18]=[CH:17][N:16]=1)[CH:12]=[O:13])[CH3:9])(=O)=O.C(OCC)(=O)C.C(=O)([O-])O.[Na+], predict the reaction product. The product is: [CH3:9][CH:8]1[S:1][CH:12]([OH:13])[CH:11]([S:14][C:15]2[CH:20]=[CH:19][CH:18]=[CH:17][N:16]=2)[CH2:10]1. (8) Given the reactants [F:1][C:2]1[CH:3]=[C:4]([N+:9]([O-:11])=[O:10])[C:5](N)=[N:6][CH:7]=1.N([O-])=O.[Na+].[OH-].[Na+].[ClH:18], predict the reaction product. The product is: [Cl:18][C:5]1[C:4]([N+:9]([O-:11])=[O:10])=[CH:3][C:2]([F:1])=[CH:7][N:6]=1.